Dataset: Reaction yield outcomes from USPTO patents with 853,638 reactions. Task: Predict the reaction yield, written as a fraction of the theoretical maximum amount of product (1.0 means a 100% yield; for example, 0.34 means a 34% yield). (1) The reactants are [CH3:1][O:2][C:3]1[CH:11]=[CH:10][C:6]([CH2:7][CH2:8][NH2:9])=[CH:5][CH:4]=1.[F:12][C:13]([F:24])([F:23])[C:14](O[C:14](=[O:15])[C:13]([F:24])([F:23])[F:12])=[O:15].[NH4+].[Cl-]. The catalyst is C(Cl)Cl. The product is [F:12][C:13]([F:24])([F:23])[C:14]([NH:9][CH2:8][CH2:7][C:6]1[CH:10]=[CH:11][C:3]([O:2][CH3:1])=[CH:4][CH:5]=1)=[O:15]. The yield is 0.580. (2) The reactants are [Cl:1][C:2]1[CH:3]=[C:4]([C:8]2[N:13]=[C:12]([CH2:14][CH3:15])[NH:11][C:10](=O)[CH:9]=2)[CH:5]=[CH:6][CH:7]=1.O=P(Cl)(Cl)[Cl:19].C(=O)(O)[O-].[Na+]. No catalyst specified. The product is [Cl:19][C:10]1[CH:9]=[C:8]([C:4]2[CH:5]=[CH:6][CH:7]=[C:2]([Cl:1])[CH:3]=2)[N:13]=[C:12]([CH2:14][CH3:15])[N:11]=1. The yield is 0.810. (3) The reactants are Cl[C:2]1[C:7]2[C:8](=[O:22])[N:9](CC3C=CC(OC)=CC=3OC)[CH2:10][C:6]=2[C:5]([F:23])=[C:4]([NH:24][C@@H:25]2[CH2:30][CH2:29][CH2:28][CH2:27][C@@H:26]2[NH:31]C(=O)OC(C)(C)C)[N:3]=1.CC1(C)C(C)(C)OB([C:47]2[S:48][CH:49]=[CH:50][CH:51]=2)O1.C([O-])([O-])=O.[Na+].[Na+]. The catalyst is O1CCOCC1.O. The product is [NH2:31][C@H:26]1[CH2:27][CH2:28][CH2:29][CH2:30][C@H:25]1[NH:24][C:4]1[N:3]=[C:2]([C:47]2[S:48][CH:49]=[CH:50][CH:51]=2)[C:7]2[C:8](=[O:22])[NH:9][CH2:10][C:6]=2[C:5]=1[F:23]. The yield is 0.440. (4) The reactants are [CH:1]1[CH:6]=[N:5][CH:4]=[C:3]2[CH2:7][O:8][C:9]3[CH:10]=[C:11]([NH2:15])[CH:12]=[CH:13][C:14]=3[C:2]=12.[C:16]([O:20][C:21]([NH:23][C@H:24]([CH2:28][CH:29]([CH3:31])[CH3:30])[C:25](O)=[O:26])=[O:22])([CH3:19])([CH3:18])[CH3:17].O=P(Cl)(Cl)Cl. The catalyst is N1C=CC=CC=1. The product is [CH:1]1[CH:6]=[N:5][CH:4]=[C:3]2[CH2:7][O:8][C:9]3[CH:10]=[C:11]([NH:15][C:25](=[O:26])[C@H:24]([NH:23][C:21](=[O:22])[O:20][C:16]([CH3:19])([CH3:18])[CH3:17])[CH2:28][CH:29]([CH3:31])[CH3:30])[CH:12]=[CH:13][C:14]=3[C:2]=12. The yield is 0.690. (5) The product is [Cl:22][C:23]1[CH:30]=[C:29]([N:31]2[CH:5]([CH:1]3[CH2:4][CH2:3][CH2:2]3)[CH:6]3[C:7]([C:8]4[CH:9]=[CH:10][C:11]([C:16]([OH:18])=[O:17])=[CH:12][C:13]=4[CH2:14][CH2:15]3)=[N:32]2)[CH:28]=[CH:27][C:24]=1[C:25]#[N:26]. The reactants are [CH:1]1([CH:5]=[C:6]2[CH2:15][CH2:14][C:13]3[CH:12]=[C:11]([C:16]([O:18]C)=[O:17])[CH:10]=[CH:9][C:8]=3[C:7]2=O)[CH2:4][CH2:3][CH2:2]1.Cl.[Cl:22][C:23]1[CH:30]=[C:29]([NH:31][NH2:32])[CH:28]=[CH:27][C:24]=1[C:25]#[N:26]. No catalyst specified. The yield is 0.650. (6) The reactants are [OH:1][CH2:2][C@@H:3]([NH:14][C:15]([O:17]CC1C=CC=CC=1)=O)[CH2:4][N:5]1[CH2:13][CH2:12][CH2:11][C@H:6]1C(OC)=O.[H][H]. The catalyst is CO.[Pd]. The product is [OH:1][CH2:2][C@@H:3]1[CH2:4][N:5]2[CH2:13][CH2:12][CH2:11][C@H:6]2[C:15](=[O:17])[NH:14]1. The yield is 0.850. (7) The product is [N:1]1[CH:2]=[N:3][N:4]2[CH:9]=[C:8]([C:10]3[CH:19]=[C:18]4[C:13]([CH:14]([C:20]5[CH:25]=[CH:24][C:23]([Cl:26])=[C:22]([Cl:27])[CH:21]=5)[CH2:15][N:16]([C:28]([O:30][C:31]([CH3:34])([CH3:33])[CH3:32])=[O:29])[CH2:17]4)=[CH:12][CH:11]=3)[CH:7]=[CH:6][C:5]=12. The yield is 0.970. The catalyst is CN(C=O)C. The reactants are [N:1]1[CH:2]=[N:3][N:4]2[CH:9]=[C:8]([C:10]3[CH:19]=[C:18]4[C:13]([CH:14]([C:20]5[CH:25]=[CH:24][C:23]([Cl:26])=[C:22]([Cl:27])[CH:21]=5)[CH2:15][NH:16][CH2:17]4)=[CH:12][CH:11]=3)[CH:7]=[CH:6][C:5]=12.[C:28](O[C:28]([O:30][C:31]([CH3:34])([CH3:33])[CH3:32])=[O:29])([O:30][C:31]([CH3:34])([CH3:33])[CH3:32])=[O:29].CCOC(C)=O.CO. (8) The reactants are Cl.Cl.[F:3][C:4]1[CH:9]=[CH:8][C:7]([C:10]2[N:11]=[C:12]([CH:16]3[CH2:21][CH2:20][NH:19][CH2:18][CH2:17]3)[N:13]([CH3:15])[CH:14]=2)=[CH:6][C:5]=1[C:22]([F:25])([F:24])[F:23].Cl[C:27]1[C:32]([C:33](=O)[CH3:34])=[C:31](Cl)[N:30]=[CH:29][N:28]=1.C(O)(C)C.O.[NH2:42][NH2:43]. The catalyst is C(Cl)Cl.CO. The product is [F:3][C:4]1[CH:9]=[CH:8][C:7]([C:10]2[N:11]=[C:12]([CH:16]3[CH2:21][CH2:20][N:19]([C:31]4[N:30]=[CH:29][N:28]=[C:27]5[NH:42][N:43]=[C:33]([CH3:34])[C:32]=45)[CH2:18][CH2:17]3)[N:13]([CH3:15])[CH:14]=2)=[CH:6][C:5]=1[C:22]([F:23])([F:24])[F:25]. The yield is 0.503. (9) The reactants are Cl[C:2]1[C:7]([CH2:8][C:9]2[CH:14]=[C:13]([O:15][CH3:16])[C:12]([O:17][CH3:18])=[CH:11][C:10]=2[CH:19]([CH3:21])[CH3:20])=[CH:6][N:5]=[C:4]([S:22][CH3:23])[N:3]=1.[CH2:24]([NH2:26])[CH3:25]. No catalyst specified. The product is [CH2:24]([NH:26][C:2]1[C:7]([CH2:8][C:9]2[CH:14]=[C:13]([O:15][CH3:16])[C:12]([O:17][CH3:18])=[CH:11][C:10]=2[CH:19]([CH3:21])[CH3:20])=[CH:6][N:5]=[C:4]([S:22][CH3:23])[N:3]=1)[CH3:25]. The yield is 0.630. (10) The reactants are [Cl:1][C:2]1[CH:3]=[C:4]2[C:8](=[CH:9][CH:10]=1)[NH:7][CH:6]=[C:5]2[CH2:11]N(C)C.[C-:15]#[N:16].[K+]. The catalyst is CN(C)C=O.O. The product is [Cl:1][C:2]1[CH:3]=[C:4]2[C:8](=[CH:9][CH:10]=1)[NH:7][CH:6]=[C:5]2[CH2:11][C:15]#[N:16]. The yield is 0.630.